From a dataset of Catalyst prediction with 721,799 reactions and 888 catalyst types from USPTO. Predict which catalyst facilitates the given reaction. (1) Product: [CH2:12]([O:11][C:3]1[C:2]([CH3:1])=[C:7]([CH3:8])[C:6]([O:23][CH2:20][C:2]2[CH:7]=[CH:6][CH:5]=[CH:4][CH:3]=2)=[C:5]([CH3:10])[CH:4]=1)[C:13]1[CH:18]=[CH:17][CH:16]=[CH:15][CH:14]=1. The catalyst class is: 3. Reactant: [CH3:1][C:2]1[C:7]([CH3:8])=[C:6](O)[C:5]([CH3:10])=[CH:4][C:3]=1[OH:11].[CH2:12](Br)[C:13]1[CH:18]=[CH:17][CH:16]=[CH:15][CH:14]=1.[C:20]([O-:23])([O-])=O.[K+].[K+]. (2) Reactant: [CH3:1][O:2][C:3]1[CH:4]=[C:5]([CH:7]=[CH:8][CH:9]=1)[NH2:6].[CH2:10]([O:12][C:13](=[O:24])[C:14](=[CH:20]OCC)[C:15](OCC)=[O:16])[CH3:11].C1C=CC(C2C=CC=CC=2)=CC=1.C1C=CC(OC2C=CC=CC=2)=CC=1. Product: [CH3:1][O:2][C:3]1[CH:4]=[C:5]2[C:7]([C:15](=[O:16])[C:14]([C:13]([O:12][CH2:10][CH3:11])=[O:24])=[CH:20][NH:6]2)=[CH:8][CH:9]=1. The catalyst class is: 81. (3) Reactant: C([O:8][C:9]1[CH:14]=[CH:13][C:12]([N:15]([CH2:28][C:29]2[CH:34]=[CH:33][CH:32]=[C:31]([O:35][CH:36]3[CH2:41][CH2:40][CH2:39][CH2:38][O:37]3)[CH:30]=2)[S:16]([C:19]2[C:24]([CH3:25])=[CH:23][C:22]([CH3:26])=[CH:21][C:20]=2[CH3:27])(=[O:18])=[O:17])=[CH:11][CH:10]=1)C1C=CC=CC=1.C([O-])=O.[NH4+]. Product: [OH:8][C:9]1[CH:10]=[CH:11][C:12]([N:15]([CH2:28][C:29]2[CH:34]=[CH:33][CH:32]=[C:31]([O:35][CH:36]3[CH2:41][CH2:40][CH2:39][CH2:38][O:37]3)[CH:30]=2)[S:16]([C:19]2[C:24]([CH3:25])=[CH:23][C:22]([CH3:26])=[CH:21][C:20]=2[CH3:27])(=[O:18])=[O:17])=[CH:13][CH:14]=1. The catalyst class is: 19. (4) Reactant: [NH2:1][C:2]1[C:10]([Cl:11])=[CH:9][C:5]([C:6]([OH:8])=O)=[C:4]([O:12][CH3:13])[CH:3]=1.[NH2:14][CH2:15][CH:16]1[CH2:21][CH2:20][N:19]([C:22]([O:24][C:25]([CH3:28])([CH3:27])[CH3:26])=[O:23])[CH2:18][CH2:17]1.C(N(CC)CC)C.Cl.CN(C)CCCN=C=NCC.ON1C2C=CC=CC=2N=N1. Product: [NH2:1][C:2]1[C:10]([Cl:11])=[CH:9][C:5]([C:6]([NH:14][CH2:15][CH:16]2[CH2:21][CH2:20][N:19]([C:22]([O:24][C:25]([CH3:28])([CH3:27])[CH3:26])=[O:23])[CH2:18][CH2:17]2)=[O:8])=[C:4]([O:12][CH3:13])[CH:3]=1. The catalyst class is: 9.